This data is from Catalyst prediction with 721,799 reactions and 888 catalyst types from USPTO. The task is: Predict which catalyst facilitates the given reaction. (1) Reactant: C([Li])CCC.[O:6]1[CH2:11][CH2:10][CH2:9][CH2:8][CH:7]1[N:12]1[CH:16]=[C:15]([C:17]2[CH:22]=[CH:21][N:20]=[CH:19][CH:18]=2)[CH:14]=[N:13]1.[CH2:23]([Sn:27](Cl)([CH2:32][CH2:33][CH2:34][CH3:35])[CH2:28][CH2:29][CH2:30][CH3:31])[CH2:24][CH2:25][CH3:26]. Product: [O:6]1[CH2:11][CH2:10][CH2:9][CH2:8][CH:7]1[N:12]1[C:16]([Sn:27]([CH2:28][CH2:29][CH2:30][CH3:31])([CH2:32][CH2:33][CH2:34][CH3:35])[CH2:23][CH2:24][CH2:25][CH3:26])=[C:15]([C:17]2[CH:22]=[CH:21][N:20]=[CH:19][CH:18]=2)[CH:14]=[N:13]1. The catalyst class is: 1. (2) Reactant: [CH:1]1[C:10]2[C:5](=[CH:6][CH:7]=[CH:8][CH:9]=2)[CH:4]=[CH:3][N:2]=1.C([SiH]([CH2:16][CH3:17])CC)C. Product: [CH:6]1[CH:7]=[CH:8][CH:9]=[C:10]2[C:5]=1[C:4]1[CH2:17][C:16]3[CH:7]=[CH:6][CH:5]=[CH:4][C:3]=3[C:3]=1[N:2]=[CH:1]2. The catalyst class is: 55. (3) Reactant: [NH2:1][C:2]1[S:3][C:4]([CH3:17])=[C:5]([C:9]2[CH:14]=[CH:13][CH:12]=[C:11]([O:15][CH3:16])[CH:10]=2)[C:6]=1[C:7]#[N:8].[C:18](OC)(=[O:24])[CH2:19][C:20]([O:22][CH3:23])=[O:21].Cl[Sn](Cl)(Cl)Cl. Product: [NH2:8][C:7]1[C:6]2[C:5]([C:9]3[CH:14]=[CH:13][CH:12]=[C:11]([O:15][CH3:16])[CH:10]=3)=[C:4]([CH3:17])[S:3][C:2]=2[NH:1][C:18](=[O:24])[C:19]=1[C:20]([O:22][CH3:23])=[O:21]. The catalyst class is: 11. (4) Reactant: [C:1]1([CH:7]([NH2:16])[CH:8]([C:10]2[CH:15]=[CH:14][CH:13]=[CH:12][CH:11]=2)[NH2:9])[CH:6]=[CH:5][CH:4]=[CH:3][CH:2]=1.C1(C)C=CC=CC=1.CCO[C:27]([CH3:29])=[O:28].C[OH:31]. Product: [C:1]1([CH:7]2[CH:8]([C:10]3[CH:15]=[CH:14][CH:13]=[CH:12][CH:11]=3)[NH:9][C:29](=[O:31])[C:27](=[O:28])[NH:16]2)[CH:2]=[CH:3][CH:4]=[CH:5][CH:6]=1. The catalyst class is: 5.